This data is from Reaction yield outcomes from USPTO patents with 853,638 reactions. The task is: Predict the reaction yield, written as a fraction of the theoretical maximum amount of product (1.0 means a 100% yield; for example, 0.34 means a 34% yield). (1) The reactants are C[O:2][CH:3](OC)[C:4]1[C@H:8]2[CH2:9][O:10][CH2:11][C@H:7]2[O:6][N:5]=1. The catalyst is FC(F)(F)C(O)=O.O. The product is [O:6]1[C@@H:7]2[CH2:11][O:10][CH2:9][C@@H:8]2[C:4]([CH:3]=[O:2])=[N:5]1. The yield is 0.960. (2) The reactants are [NH:1]1[CH2:5][CH2:4][C@H:3]([NH:6][C:7](=[O:13])[O:8][C:9]([CH3:12])([CH3:11])[CH3:10])[CH2:2]1.[C:14]([C:18]1[CH:19]=[CH:20][CH:21]=[C:22]2[C:27]=1[N:26]=[C:25]([C:28]1[N:32]3[CH:33]=[C:34]([C:37](=O)[CH3:38])[CH:35]=[CH:36][C:31]3=[N:30][N:29]=1)[CH:24]=[CH:23]2)([CH3:17])([CH3:16])[CH3:15].[BH4-].[Na+].[OH-].[NH4+]. The catalyst is C1COCC1.C(O[Ti](OC(C)C)(OC(C)C)OC(C)C)(C)C.C(OCC)(=O)C.O.C(O)C. The product is [C:14]([C:18]1[CH:19]=[CH:20][CH:21]=[C:22]2[C:27]=1[N:26]=[C:25]([C:28]1[N:32]3[CH:33]=[C:34]([CH:37]([N:1]4[CH2:5][CH2:4][C@H:3]([NH:6][C:7](=[O:13])[O:8][C:9]([CH3:10])([CH3:12])[CH3:11])[CH2:2]4)[CH3:38])[CH:35]=[CH:36][C:31]3=[N:30][N:29]=1)[CH:24]=[CH:23]2)([CH3:17])([CH3:16])[CH3:15]. The yield is 0.699. (3) The reactants are O1CCCC1.[F:6][C:7]1[CH:24]=[CH:23][C:10]([O:11][C:12]2[CH:17]=[CH:16][C:15]([CH2:18][C:19](Cl)=[N:20][OH:21])=[CH:14][CH:13]=2)=[CH:9][CH:8]=1.[C:25]([C:27]1[C:28]([NH2:34])=[N:29][C:30]([NH2:33])=[CH:31][CH:32]=1)#[CH:26].C(N(CC)CC)C. The catalyst is O. The product is [F:6][C:7]1[CH:24]=[CH:23][C:10]([O:11][C:12]2[CH:17]=[CH:16][C:15]([CH2:18][C:19]3[CH:26]=[C:25]([C:27]4[C:28]([NH2:34])=[N:29][C:30]([NH2:33])=[CH:31][CH:32]=4)[O:21][N:20]=3)=[CH:14][CH:13]=2)=[CH:9][CH:8]=1. The yield is 0.337. (4) The reactants are [NH2:1][C:2]1[C:3]([CH3:13])=[C:4]([CH:9]=[C:10]([Br:12])[CH:11]=1)[C:5]([O:7][CH3:8])=[O:6].[C:14]([O-:17])(=O)[CH3:15].[K+].C(OC(=O)C)(=O)C.[N:26](OC(C)(C)C)=O.C1OCCOCCOCCOCCOCCOC1. The catalyst is C(Cl)(Cl)Cl. The product is [C:14]([N:1]1[C:2]2[CH:11]=[C:10]([Br:12])[CH:9]=[C:4]([C:5]([O:7][CH3:8])=[O:6])[C:3]=2[CH:13]=[N:26]1)(=[O:17])[CH3:15]. The yield is 0.983. (5) The reactants are [Cl:1][C:2]1[CH:3]=[C:4]2[C:8](=[CH:9][CH:10]=1)[NH:7][CH:6]=[C:5]2[CH2:11][CH2:12][NH:13][C:14](=[O:23])[C:15]1[CH:20]=[CH:19][C:18]([CH2:21]Cl)=[CH:17][CH:16]=1.[F:24][C:25]([F:36])([F:35])[C:26]1[CH:31]=[CH:30][C:29](B(O)O)=[CH:28][CH:27]=1.C(=O)([O-])[O-].[Na+].[Na+].[I-].[Na+]. The catalyst is C(COC)OC.O.C1C=CC([P]([Pd]([P](C2C=CC=CC=2)(C2C=CC=CC=2)C2C=CC=CC=2)([P](C2C=CC=CC=2)(C2C=CC=CC=2)C2C=CC=CC=2)[P](C2C=CC=CC=2)(C2C=CC=CC=2)C2C=CC=CC=2)(C2C=CC=CC=2)C2C=CC=CC=2)=CC=1. The product is [Cl:1][C:2]1[CH:3]=[C:4]2[C:8](=[CH:9][CH:10]=1)[NH:7][CH:6]=[C:5]2[CH2:11][CH2:12][NH:13][C:14](=[O:23])[C:15]1[CH:20]=[CH:19][C:18]([CH2:21][C:29]2[CH:30]=[CH:31][C:26]([C:25]([F:36])([F:35])[F:24])=[CH:27][CH:28]=2)=[CH:17][CH:16]=1. The yield is 0.420. (6) The reactants are C([Sn](CCCC)(CCCC)[C:6]([O:8]CC)=[CH2:7])CCC.Br[C:20]1[CH:21]=[CH:22][CH:23]=[C:24]2[C:29]=1[N:28]=[C:27]([C:30]([O:32][CH3:33])=[O:31])[CH:26]=[CH:25]2.C(OC=C)=C.C([O-])(=O)C. The catalyst is C1COCC1.Cl.C1C=CC([P]([Pd]([P](C2C=CC=CC=2)(C2C=CC=CC=2)C2C=CC=CC=2)([P](C2C=CC=CC=2)(C2C=CC=CC=2)C2C=CC=CC=2)[P](C2C=CC=CC=2)(C2C=CC=CC=2)C2C=CC=CC=2)(C2C=CC=CC=2)C2C=CC=CC=2)=CC=1.CCOC(C)=O.C1(C)C=CC=CC=1. The product is [C:6]([C:20]1[CH:21]=[CH:22][CH:23]=[C:24]2[C:29]=1[N:28]=[C:27]([C:30]([O:32][CH3:33])=[O:31])[CH:26]=[CH:25]2)(=[O:8])[CH3:7]. The yield is 0.820. (7) The reactants are [F:1][C:2]([F:11])([F:10])[C:3]1[CH:8]=[CH:7][CH:6]=[CH:5][C:4]=1[OH:9].Br[CH2:13][C:14]([O:16][CH3:17])=[O:15].C(=O)([O-])[O-].[Cs+].[Cs+]. The catalyst is C(#N)C. The product is [F:1][C:2]([F:10])([F:11])[C:3]1[CH:8]=[CH:7][CH:6]=[CH:5][C:4]=1[O:9][CH2:13][C:14]([O:16][CH3:17])=[O:15]. The yield is 1.00. (8) The reactants are [C:1]([C:3]1[CH:8]=[CH:7][C:6]([C:9]2[N:10]=[C:11]([CH:14]([CH2:19][C:20]3[CH:25]=[CH:24][CH:23]=[CH:22][CH:21]=3)[C:15]([O:17]C)=[O:16])[NH:12][CH:13]=2)=[CH:5][CH:4]=1)#[N:2].[OH-].[Na+].Cl. The catalyst is CCO. The product is [C:1]([C:3]1[CH:4]=[CH:5][C:6]([C:9]2[N:10]=[C:11]([CH:14]([CH2:19][C:20]3[CH:25]=[CH:24][CH:23]=[CH:22][CH:21]=3)[C:15]([OH:17])=[O:16])[NH:12][CH:13]=2)=[CH:7][CH:8]=1)#[N:2]. The yield is 0.630. (9) The reactants are [C:1]([O:5][C:6]([N:8]1[CH2:12][C@@H:11]([O:13][C:14]2[CH:19]=[CH:18][CH:17]=[CH:16][CH:15]=2)[CH2:10][C@H:9]1[C:20](O)=[O:21])=[O:7])([CH3:4])([CH3:3])[CH3:2].CSC. The catalyst is C1COCC1. The product is [C:1]([O:5][C:6]([N:8]1[CH2:12][C@@H:11]([O:13][C:14]2[CH:15]=[CH:16][CH:17]=[CH:18][CH:19]=2)[CH2:10][C@H:9]1[CH2:20][OH:21])=[O:7])([CH3:4])([CH3:3])[CH3:2]. The yield is 1.00.